From a dataset of Forward reaction prediction with 1.9M reactions from USPTO patents (1976-2016). Predict the product of the given reaction. Given the reactants [Br:1][C:2]1[CH:7]=[CH:6][C:5]([C:8]2[C:9]([OH:15])=[CH:10][C:11]([OH:14])=[CH:12][CH:13]=2)=[CH:4][CH:3]=1.[OH-].[K+].[CH2:18](Br)[CH2:19][CH2:20][CH2:21][CH2:22][CH3:23], predict the reaction product. The product is: [Br:1][C:2]1[CH:7]=[CH:6][C:5]([C:8]2[CH:13]=[CH:12][C:11]([O:14][CH2:18][CH2:19][CH2:20][CH2:21][CH2:22][CH3:23])=[CH:10][C:9]=2[O:15][CH2:6][CH2:7][CH2:2][CH2:3][CH2:4][CH3:5])=[CH:4][CH:3]=1.